Dataset: Peptide-MHC class II binding affinity with 134,281 pairs from IEDB. Task: Regression. Given a peptide amino acid sequence and an MHC pseudo amino acid sequence, predict their binding affinity value. This is MHC class II binding data. The peptide sequence is QYAKEIWGITANPVP. The MHC is DRB1_1602 with pseudo-sequence DRB1_1602. The binding affinity (normalized) is 0.760.